Dataset: Forward reaction prediction with 1.9M reactions from USPTO patents (1976-2016). Task: Predict the product of the given reaction. (1) Given the reactants [Cl:1][C:2]1[N:7]=[C:6](Cl)[C:5]([F:9])=[CH:4][N:3]=1.[C:10]([O:14][C:15]([N:17]([CH:21]=[C:22]1[C:28]([O:29][CH3:30])=[CH:27][CH:26]=[C:24]([NH2:25])[CH2:23]1)[CH:18]([CH3:20])[CH3:19])=[O:16])([CH3:13])([CH3:12])[CH3:11], predict the reaction product. The product is: [C:10]([O:14][C:15]([N:17]([CH:21]=[C:22]1[C:28]([O:29][CH3:30])=[CH:27][CH:26]=[C:24]([NH:25][C:6]2[C:5]([F:9])=[CH:4][N:3]=[C:2]([Cl:1])[N:7]=2)[CH2:23]1)[CH:18]([CH3:20])[CH3:19])=[O:16])([CH3:11])([CH3:12])[CH3:13]. (2) The product is: [Br:1][C:2]1[CH:3]=[CH:4][C:5]([F:19])=[C:6]([CH:8]2[C:9]3([C:10](=[O:18])[C:11]([CH3:17])([CH3:16])[O:12][C:13]3([CH3:14])[CH3:15])[O:20]2)[CH:7]=1. Given the reactants [Br:1][C:2]1[CH:3]=[CH:4][C:5]([F:19])=[C:6]([CH:8]=[C:9]2[C:13]([CH3:15])([CH3:14])[O:12][C:11]([CH3:17])([CH3:16])[C:10]2=[O:18])[CH:7]=1.[OH:20]O.[OH-].[Li+], predict the reaction product. (3) Given the reactants [CH3:1][C:2]1([CH3:11])[CH:6]2[CH2:7][CH2:8][CH:3]1[C:4](=O)[C:5]2=O.COP(=O)OC.O.[NH2:19][NH2:20], predict the reaction product. The product is: [C:2]([C:3]1[CH:4]=[C:5]2[C:4]([CH:3]3[C:2]([CH3:11])([CH3:1])[CH:6]2[CH2:7][CH2:8]3)=[N:20][N:19]=1)([CH3:11])([CH3:6])[CH3:1]. (4) The product is: [CH3:17][O:25][C:27](=[O:28])[C@@:10]([CH3:12])([CH2:9][SH:8])[NH2:11]. Given the reactants C1(C2[S:8][CH2:9][CH:10]([C:12](O)=O)[N:11]=2)C=CC=CC=1.CI.[CH:17]([N-]C(C)C)(C)C.[Li+].[OH-:25].[Li+].[CH3:27][OH:28], predict the reaction product. (5) Given the reactants [CH3:1][C:2]1([CH3:25])[CH2:6][C:5]2([CH2:11][CH2:10][C:9]([C:12]3[C:13]([CH:23]=O)=[N:14][N:15]([CH:17]4[CH2:22][CH2:21][CH2:20][CH2:19][O:18]4)[CH:16]=3)=[CH:8][CH2:7]2)[O:4][CH2:3]1.[CH3:26][N:27]([CH2:35][CH2:36][NH:37][CH3:38])[C:28](=[O:34])[O:29][C:30]([CH3:33])([CH3:32])[CH3:31].[BH-](OC(C)=O)(OC(C)=O)OC(C)=O.[Na+], predict the reaction product. The product is: [CH3:25][C:2]1([CH3:1])[CH2:6][C:5]2([CH2:11][CH2:10][C:9]([C:12]3[C:13]([CH2:23][N:37]([CH3:38])[CH2:36][CH2:35][N:27]([CH3:26])[C:28](=[O:34])[O:29][C:30]([CH3:31])([CH3:32])[CH3:33])=[N:14][N:15]([CH:17]4[CH2:22][CH2:21][CH2:20][CH2:19][O:18]4)[CH:16]=3)=[CH:8][CH2:7]2)[O:4][CH2:3]1. (6) Given the reactants Cl.[Cl:2][C:3]1[CH:4]=[C:5]([C:10]2([C:23]([F:26])([F:25])[F:24])[O:14][N:13]=[C:12]([C:15]3[CH:16]=[C:17]([CH:20]=[CH:21][CH:22]=3)[CH2:18][NH2:19])[CH2:11]2)[CH:6]=[C:7]([Cl:9])[CH:8]=1.C(N(CC)CC)C.[C:34](Cl)(=[O:38])[CH2:35][CH2:36][CH3:37], predict the reaction product. The product is: [Cl:2][C:3]1[CH:4]=[C:5]([C:10]2([C:23]([F:24])([F:26])[F:25])[O:14][N:13]=[C:12]([C:15]3[CH:16]=[C:17]([CH:20]=[CH:21][CH:22]=3)[CH2:18][NH:19][C:34](=[O:38])[CH2:35][CH2:36][CH3:37])[CH2:11]2)[CH:6]=[C:7]([Cl:9])[CH:8]=1. (7) Given the reactants [CH3:1][C:2]1([CH3:16])[C:11]2[C:6](=[CH:7][CH:8]=[C:9]([CH3:12])[CH:10]=2)[C:5]([CH3:14])([CH3:13])[CH2:4][C:3]1=[O:15].[Al+3].[Cl-].[Cl-].[Cl-].[Br:21]Br, predict the reaction product. The product is: [Br:21][C:8]1[CH:7]=[C:6]2[C:11](=[CH:10][C:9]=1[CH3:12])[C:2]([CH3:16])([CH3:1])[C:3](=[O:15])[CH2:4][C:5]2([CH3:14])[CH3:13]. (8) Given the reactants C[O:2][C:3]([C:5]1[CH:16]=[CH:15][C:8]2[N:9]([CH2:13][CH3:14])[C:10]([CH3:12])=[N:11][C:7]=2[CH:6]=1)=O.[H-].[Al+3].[Li+].[H-].[H-].[H-].S([O-])([O-])(=O)=O.[Na+].[Na+].CC(OC)(C)C, predict the reaction product. The product is: [CH2:13]([N:9]1[C:8]2[CH:15]=[CH:16][C:5]([CH2:3][OH:2])=[CH:6][C:7]=2[N:11]=[C:10]1[CH3:12])[CH3:14]. (9) Given the reactants [Cl:1][C:2]1[CH:7]=[CH:6][C:5]([NH:8][C:9]([C:11]2[CH:21]=[CH:20][C:14]([C:15](=[NH:19])OCC)=[CH:13][CH:12]=2)=[O:10])=[CH:4][C:3]=1[C:22]1[CH:27]=[CH:26][CH:25]=[CH:24][N:23]=1.[CH3:28][O:29][CH2:30][CH2:31][CH2:32][NH2:33], predict the reaction product. The product is: [Cl:1][C:2]1[CH:7]=[CH:6][C:5]([NH:8][C:9](=[O:10])[C:11]2[CH:12]=[CH:13][C:14]([C:15](=[NH:19])[NH:33][CH2:32][CH2:31][CH2:30][O:29][CH3:28])=[CH:20][CH:21]=2)=[CH:4][C:3]=1[C:22]1[CH:27]=[CH:26][CH:25]=[CH:24][N:23]=1. (10) Given the reactants [F:1][C:2]1[CH:19]=[CH:18][C:5]2[N:6]([C:12]3[CH:17]=[CH:16][CH:15]=[CH:14][CH:13]=3)[C:7]([C@@H:9]([NH2:11])[CH3:10])=[N:8][C:4]=2[CH:3]=1.Cl[C:21]1[N:29]=[CH:28][N:27]=[C:26]2[C:22]=1[N:23]=[CH:24][N:25]2C1CCCCO1.CCN(C(C)C)C(C)C, predict the reaction product. The product is: [F:1][C:2]1[CH:19]=[CH:18][C:5]2[N:6]([C:12]3[CH:17]=[CH:16][CH:15]=[CH:14][CH:13]=3)[C:7]([C@@H:9]([NH:11][C:21]3[N:29]=[CH:28][N:27]=[C:26]4[C:22]=3[NH:23][CH:24]=[N:25]4)[CH3:10])=[N:8][C:4]=2[CH:3]=1.